From a dataset of Reaction yield outcomes from USPTO patents with 853,638 reactions. Predict the reaction yield, written as a fraction of the theoretical maximum amount of product (1.0 means a 100% yield; for example, 0.34 means a 34% yield). (1) The reactants are Cl.[C:2]1([C:20]2[CH:25]=[CH:24][CH:23]=[CH:22][CH:21]=2)[CH:7]=[CH:6][C:5]([NH:8][C:9](=[O:19])[CH2:10][C:11](=[O:18])[N:12]2[CH2:17][CH2:16][NH:15][CH2:14][CH2:13]2)=[CH:4][CH:3]=1.C([O-])([O-])=O.[K+].[K+].Br[CH2:33][C:34]1[CH:39]=[CH:38][CH:37]=[CH:36][C:35]=1[C:40]([F:43])([F:42])[F:41]. The catalyst is CN(C=O)C.O. The product is [C:2]1([C:20]2[CH:25]=[CH:24][CH:23]=[CH:22][CH:21]=2)[CH:3]=[CH:4][C:5]([NH:8][C:9](=[O:19])[CH2:10][C:11](=[O:18])[N:12]2[CH2:13][CH2:14][N:15]([CH2:33][C:34]3[CH:39]=[CH:38][CH:37]=[CH:36][C:35]=3[C:40]([F:41])([F:42])[F:43])[CH2:16][CH2:17]2)=[CH:6][CH:7]=1. The yield is 0.850. (2) The reactants are [F:1][C:2]1[CH:3]=[C:4]2[C:9](=[C:10]([NH2:12])[CH:11]=1)[N:8]=[CH:7][CH:6]=[CH:5]2.[C:13]1([S:19](Cl)(=[O:21])=[O:20])[CH:18]=[CH:17][CH:16]=[CH:15][CH:14]=1. The catalyst is CN(C1C=CN=CC=1)C. The product is [F:1][C:2]1[CH:3]=[C:4]2[C:9](=[C:10]([NH:12][S:19]([C:13]3[CH:18]=[CH:17][CH:16]=[CH:15][CH:14]=3)(=[O:21])=[O:20])[CH:11]=1)[N:8]=[CH:7][CH:6]=[CH:5]2. The yield is 0.360.